This data is from CYP1A2 inhibition data for predicting drug metabolism from PubChem BioAssay. The task is: Regression/Classification. Given a drug SMILES string, predict its absorption, distribution, metabolism, or excretion properties. Task type varies by dataset: regression for continuous measurements (e.g., permeability, clearance, half-life) or binary classification for categorical outcomes (e.g., BBB penetration, CYP inhibition). Dataset: cyp1a2_veith. (1) The molecule is O=C(c1ccccc1NS(=O)(=O)c1cccc([N+](=O)[O-])c1)N1CCOCC1. The result is 0 (non-inhibitor). (2) The compound is COCC(=O)N1CCC[C@@]2(CCN(c3ccncc3)C2)C1. The result is 0 (non-inhibitor). (3) The molecule is O=C(Cc1ccc(Cl)cc1)Nc1cccc(-c2nnc(-c3ccco3)o2)c1. The result is 0 (non-inhibitor). (4) The drug is O=C1[C@H]2CC[C@H]3/C(=N\OCc4ccccc4)C[C@@H](O)[C@@H](O)[C@@H]3[C@@H]2C(=O)N1c1cccc(Oc2ccccc2)c1. The result is 0 (non-inhibitor). (5) The drug is O=C(NN=c1c(=O)c2ccccc2c1=O)c1ccccc1. The result is 1 (inhibitor). (6) The molecule is CCn1c2ccc(Cl)cc2c2nc3ccccc3nc21. The result is 1 (inhibitor). (7) The drug is CCn1cc(C(=O)O)c(=O)c2cc(F)c(N3CCNCC3)nc21. The result is 0 (non-inhibitor). (8) The compound is CS(=O)(=O)N1CCC2(CCCN(C(=O)Nc3cccc(C#N)c3)C2)CC1. The result is 0 (non-inhibitor).